From a dataset of Reaction yield outcomes from USPTO patents with 853,638 reactions. Predict the reaction yield, written as a fraction of the theoretical maximum amount of product (1.0 means a 100% yield; for example, 0.34 means a 34% yield). (1) The yield is 0.880. No catalyst specified. The product is [NH2:1][C:2]1[N:3]=[C:4]([NH:17][CH:18]2[CH2:22][CH2:21][N:20]([S:31]([C:28]3[CH:27]=[CH:26][C:25]([C:23]#[N:24])=[CH:30][CH:29]=3)(=[O:33])=[O:32])[CH2:19]2)[S:5][C:6]=1[C:7](=[O:8])[C:9]1[C:14]([F:15])=[CH:13][CH:12]=[CH:11][C:10]=1[F:16]. The reactants are [NH2:1][C:2]1[N:3]=[C:4]([NH:17][CH:18]2[CH2:22][CH2:21][NH:20][CH2:19]2)[S:5][C:6]=1[C:7]([C:9]1[C:14]([F:15])=[CH:13][CH:12]=[CH:11][C:10]=1[F:16])=[O:8].[C:23]([C:25]1[CH:30]=[CH:29][C:28]([S:31](Cl)(=[O:33])=[O:32])=[CH:27][CH:26]=1)#[N:24]. (2) The reactants are [C:1]1([C:15]2[CH:20]=[CH:19][CH:18]=[CH:17][CH:16]=2)[CH:6]=[CH:5][C:4]([C:7]2[N:8]=[C:9]([CH2:12][CH2:13][NH2:14])[NH:10][CH:11]=2)=[CH:3][CH:2]=1.[S:21](Cl)([OH:24])(=O)=[O:22].[CH3:26][CH2:27][CH2:28][CH3:29].C(=O)([O-])[O-].[K+].[K+]. The catalyst is CN(C=O)C. The product is [C:1]1([C:15]2[CH:16]=[CH:17][CH:18]=[CH:19][CH:20]=2)[CH:6]=[CH:5][C:4]([C:7]2[N:8]=[C:9]([CH2:12][CH2:13][NH:14][S:21]([CH2:26][CH2:27][CH2:28][CH3:29])(=[O:24])=[O:22])[NH:10][CH:11]=2)=[CH:3][CH:2]=1. The yield is 0.190.